This data is from Catalyst prediction with 721,799 reactions and 888 catalyst types from USPTO. The task is: Predict which catalyst facilitates the given reaction. (1) Reactant: [H-].[Al+3].[Li+].[H-].[H-].[H-].[C:7]([C@H:11]1[C@@H:17]([C:18]2[CH:23]=[CH:22][C:21]([F:24])=[CH:20][CH:19]=2)[CH2:16][C@H:15]2[N:25]([CH3:26])[C@@H:12]1[CH2:13][CH2:14]2)(OC)=[O:8]. Product: [OH:8][CH2:7][C@H:11]1[C@@H:17]([C:18]2[CH:19]=[CH:20][C:21]([F:24])=[CH:22][CH:23]=2)[CH2:16][C@H:15]2[N:25]([CH3:26])[C@@H:12]1[CH2:13][CH2:14]2. The catalyst class is: 27. (2) Reactant: Br[CH2:2][CH2:3][CH2:4][CH2:5][C:6]1[CH:11]=[CH:10][C:9]([O:12][CH3:13])=[CH:8][CH:7]=1.[I-:14].[Na+]. Product: [I:14][CH2:2][CH2:3][CH2:4][CH2:5][C:6]1[CH:11]=[CH:10][C:9]([O:12][CH3:13])=[CH:8][CH:7]=1. The catalyst class is: 21. (3) Reactant: [CH3:1][NH:2][C@H:3]([C:11]([OH:13])=[O:12])[CH2:4][C:5]1[CH:10]=[CH:9][CH:8]=[CH:7][CH:6]=1.Cl.[N:15]([O-:17])=[O:16].[Na+]. Product: [N+:15]([N:2]([CH3:1])[C@H:3]([C:11]([OH:13])=[O:12])[CH2:4][C:5]1[CH:6]=[CH:7][CH:8]=[CH:9][CH:10]=1)([O-:17])=[O:16]. The catalyst class is: 6. (4) Reactant: [N+:1](/[CH:4]=[CH:5]/[CH:6]1[CH2:11][CH2:10][CH2:9][CH2:8][CH2:7]1)([O-:3])=[O:2].[CH:12](=[O:15])[CH2:13][CH3:14].CC(O)C.CCCCCC. Product: [CH:6]1([C@H:5]([CH2:4][N+:1]([O-:3])=[O:2])[C@H:13]([CH3:14])[CH:12]=[O:15])[CH2:11][CH2:10][CH2:9][CH2:8][CH2:7]1. The catalyst class is: 22. (5) Reactant: [Br:1]N1C(=O)CCC1=O.[CH3:9][O:10][CH2:11][C:12]1[CH:16]=[C:15]([CH3:17])[O:14][N:13]=1.CCOCC. Product: [Br:1][C:16]1[C:12]([CH2:11][O:10][CH3:9])=[N:13][O:14][C:15]=1[CH3:17]. The catalyst class is: 3.